This data is from Full USPTO retrosynthesis dataset with 1.9M reactions from patents (1976-2016). The task is: Predict the reactants needed to synthesize the given product. (1) Given the product [Br:1][C:2]1[CH:3]=[CH:4][C:5]([S:8]([NH:12][CH:13]2[CH2:14][CH2:15][N:16]([C:19]([O:21][C:22]([CH3:25])([CH3:24])[CH3:23])=[O:20])[CH2:17][CH2:18]2)(=[O:10])=[O:9])=[N:6][CH:7]=1, predict the reactants needed to synthesize it. The reactants are: [Br:1][C:2]1[CH:3]=[CH:4][C:5]([S:8](Cl)(=[O:10])=[O:9])=[N:6][CH:7]=1.[NH2:12][CH:13]1[CH2:18][CH2:17][N:16]([C:19]([O:21][C:22]([CH3:25])([CH3:24])[CH3:23])=[O:20])[CH2:15][CH2:14]1.CCN(C(C)C)C(C)C. (2) The reactants are: [NH2:1][C:2]1[C:3]([Cl:9])=[N:4][CH:5]=[N:6][C:7]=1Cl.CCN(CC)CC.[CH2:17]([NH2:22])[C:18]([CH3:21])([CH3:20])[CH3:19]. Given the product [Cl:9][C:3]1[N:4]=[CH:5][N:6]=[C:7]([NH:22][CH2:17][C:18]([CH3:21])([CH3:20])[CH3:19])[C:2]=1[NH2:1], predict the reactants needed to synthesize it. (3) Given the product [O:14]=[C:11]1[NH:12][CH2:13][C@@H:9]([C:4]2[CH:5]=[CH:6][C:7]([Cl:8])=[C:2]([C:22]3[CH:23]=[CH:24][C:19]([C:17]([OH:18])=[O:16])=[CH:20][CH:21]=3)[CH:3]=2)[CH2:10]1, predict the reactants needed to synthesize it. The reactants are: Br[C:2]1[CH:3]=[C:4]([C@@H:9]2[CH2:13][NH:12][C:11](=[O:14])[CH2:10]2)[CH:5]=[CH:6][C:7]=1[Cl:8].C[O:16][C:17]([C:19]1[CH:24]=[CH:23][C:22](B(O)O)=[CH:21][CH:20]=1)=[O:18].P([O-])([O-])([O-])=O.[K+].[K+].[K+]. (4) Given the product [Br:1][C:2]1[CH:3]=[C:4]([CH:8]=[CH:9][CH:10]=1)[C:5]([NH:18][CH:14]([CH2:15][CH2:16][CH3:17])[CH2:13][CH2:12][CH3:11])=[O:6], predict the reactants needed to synthesize it. The reactants are: [Br:1][C:2]1[CH:3]=[C:4]([CH:8]=[CH:9][CH:10]=1)[C:5](Cl)=[O:6].[CH3:11][CH2:12][CH2:13][CH:14]([NH2:18])[CH2:15][CH2:16][CH3:17]. (5) Given the product [F:1]/[C:2](/[C:15]1[CH:19]=[C:18]([CH3:20])[NH:17][N:16]=1)=[CH:33]\[C:32]1[CH:31]=[CH:30][C:29]([S:28]([F:39])([F:27])([F:37])([F:38])[F:40])=[CH:36][CH:35]=1, predict the reactants needed to synthesize it. The reactants are: [F:1][CH:2]([C:15]1[CH:19]=[C:18]([CH3:20])[N:17](C2CCCCO2)[N:16]=1)S(C1SC2C=CC=CC=2N=1)(=O)=O.[F:27][S:28]([F:40])([F:39])([F:38])([F:37])[C:29]1[CH:36]=[CH:35][C:32]([CH:33]=O)=[CH:31][CH:30]=1. (6) Given the product [CH2:26]([O:25][C:21](=[O:24])/[CH:22]=[CH:23]/[C:2]1[CH:3]=[CH:4][C:5]([N:8]2[CH2:13][CH2:12][N:11]([C:14]([O:16][C:17]([CH3:20])([CH3:19])[CH3:18])=[O:15])[CH2:10][CH2:9]2)=[N:6][CH:7]=1)[CH3:27], predict the reactants needed to synthesize it. The reactants are: Br[C:2]1[CH:3]=[CH:4][C:5]([N:8]2[CH2:13][CH2:12][N:11]([C:14]([O:16][C:17]([CH3:20])([CH3:19])[CH3:18])=[O:15])[CH2:10][CH2:9]2)=[N:6][CH:7]=1.[C:21]([O:25][CH2:26][CH3:27])(=[O:24])[CH:22]=[CH2:23].CC1C=CC=CC=1P(C1C=CC=CC=1C)C1C=CC=CC=1C.CCN(C(C)C)C(C)C. (7) Given the product [CH2:1]([O:3][C:4]([C:6]1[N:15]=[C:9]2[CH:10]=[C:11]([NH:14][C:27]([C:26]3[N:25]([CH3:30])[N:24]=[CH:23][C:22]=3[C:20]([N:16]3[CH2:19][CH2:18][CH2:17]3)=[O:21])=[O:28])[CH:12]=[CH:13][N:8]2[N:7]=1)=[O:5])[CH3:2], predict the reactants needed to synthesize it. The reactants are: [CH2:1]([O:3][C:4]([C:6]1[N:15]=[C:9]2[CH:10]=[C:11]([NH2:14])[CH:12]=[CH:13][N:8]2[N:7]=1)=[O:5])[CH3:2].[N:16]1([C:20]([C:22]2[CH:23]=[N:24][N:25]([CH3:30])[C:26]=2[C:27](O)=[O:28])=[O:21])[CH2:19][CH2:18][CH2:17]1.CCCP(=O)=O.C(N(C(C)C)CC)(C)C.